Predict the reactants needed to synthesize the given product. From a dataset of Full USPTO retrosynthesis dataset with 1.9M reactions from patents (1976-2016). (1) Given the product [Cl:13][C:14]1[C:15]([O:24][C:25]2[CH:30]=[C:29]([O:31][CH2:32][C:33](=[O:35])[CH3:34])[CH:28]=[CH:27][C:26]=2/[CH:36]=[CH:37]/[C:38]([NH:49][S:46]([CH2:41][CH2:42][CH2:43][CH2:44][CH3:45])(=[O:48])=[O:47])=[O:40])=[N:16][CH:17]=[C:18]([C:20]([F:23])([F:22])[F:21])[CH:19]=1, predict the reactants needed to synthesize it. The reactants are: Cl.C(N=C=NCCCN(C)C)C.[Cl:13][C:14]1[C:15]([O:24][C:25]2[CH:30]=[C:29]([O:31][CH2:32][C:33](=[O:35])[CH3:34])[CH:28]=[CH:27][C:26]=2/[CH:36]=[CH:37]/[C:38]([OH:40])=O)=[N:16][CH:17]=[C:18]([C:20]([F:23])([F:22])[F:21])[CH:19]=1.[CH2:41]([S:46]([NH2:49])(=[O:48])=[O:47])[CH2:42][CH2:43][CH2:44][CH3:45].Cl. (2) Given the product [CH:17]([N:30]1[CH2:33][CH:32]([O:14][CH:6]([C:7]2[CH:12]=[CH:11][C:10]([Br:13])=[CH:9][CH:8]=2)[C:5]2[CH:4]=[CH:3][C:2]([Br:1])=[CH:16][CH:15]=2)[CH2:31]1)([C:24]1[CH:25]=[CH:26][CH:27]=[CH:28][CH:29]=1)[C:18]1[CH:19]=[CH:20][CH:21]=[CH:22][CH:23]=1, predict the reactants needed to synthesize it. The reactants are: [Br:1][C:2]1[CH:16]=[CH:15][C:5]([CH:6]([OH:14])[C:7]2[CH:12]=[CH:11][C:10]([Br:13])=[CH:9][CH:8]=2)=[CH:4][CH:3]=1.[CH:17]([N:30]1[CH2:33][CH:32](OC(C2C=CC(Cl)=CC=2)C2C=CC=CC=2Cl)[CH2:31]1)([C:24]1[CH:29]=[CH:28][CH:27]=[CH:26][CH:25]=1)[C:18]1[CH:23]=[CH:22][CH:21]=[CH:20][CH:19]=1. (3) Given the product [CH2:1]([O:8][C@H:9]([C@H:12]([C@H:21]([C@@H:30]([CH2:32][O:33][CH2:34][C:35]1[CH:36]=[CH:37][CH:38]=[CH:39][CH:40]=1)[O:31][S:41]([CH3:44])(=[O:43])=[O:42])[O:22][CH2:23][C:24]1[CH:25]=[CH:26][CH:27]=[CH:28][CH:29]=1)[O:13][CH2:14][C:15]1[CH:20]=[CH:19][CH:18]=[CH:17][CH:16]=1)[CH2:10][O:11][S:41]([CH3:44])(=[O:43])=[O:42])[C:2]1[CH:3]=[CH:4][CH:5]=[CH:6][CH:7]=1, predict the reactants needed to synthesize it. The reactants are: [CH2:1]([O:8][C@H:9]([C@H:12]([C@H:21]([C@@H:30]([CH2:32][O:33][CH2:34][C:35]1[CH:40]=[CH:39][CH:38]=[CH:37][CH:36]=1)[OH:31])[O:22][CH2:23][C:24]1[CH:29]=[CH:28][CH:27]=[CH:26][CH:25]=1)[O:13][CH2:14][C:15]1[CH:20]=[CH:19][CH:18]=[CH:17][CH:16]=1)[CH2:10][OH:11])[C:2]1[CH:7]=[CH:6][CH:5]=[CH:4][CH:3]=1.[S:41](Cl)([CH3:44])(=[O:43])=[O:42]. (4) Given the product [ClH:1].[CH:44]1([N:39]2[C:40]3[C:35](=[CH:34][C:33]([F:51])=[C:32]([N:28]4[CH2:29][CH2:30][CH2:31][C:26](=[C:24]([F:25])[CH2:23][NH:22][C:20]([C@@H:16]5[CH2:17][CH2:18][CH2:19][NH:15]5)=[O:21])[CH2:27]4)[C:41]=3[O:42][CH3:43])[C:36](=[O:50])[C:37]([C:47]([OH:49])=[O:48])=[CH:38]2)[CH2:46][CH2:45]1, predict the reactants needed to synthesize it. The reactants are: [ClH:1].O1CCOCC1.C(OC([N:15]1[CH2:19][CH2:18][CH2:17][C@H:16]1[C:20]([NH:22][CH2:23][C:24](=[C:26]1[CH2:31][CH2:30][CH2:29][N:28]([C:32]2[C:41]([O:42][CH3:43])=[C:40]3[C:35]([C:36](=[O:50])[C:37]([C:47]([OH:49])=[O:48])=[CH:38][N:39]3[CH:44]3[CH2:46][CH2:45]3)=[CH:34][C:33]=2[F:51])[CH2:27]1)[F:25])=[O:21])=O)(C)(C)C. (5) Given the product [Cl:1][C:2]1[N:7]=[C:6]([N:8]2[CH2:12][C@@H:11]([CH2:13][CH3:14])[C@@:10]([CH:17]3[CH2:19][CH2:18]3)([C:15]#[N:16])[C:9]2=[O:20])[CH:5]=[CH:4][N:3]=1, predict the reactants needed to synthesize it. The reactants are: [Cl:1][C:2]1[N:7]=[C:6]([N:8]2[CH2:12][C@@H:11]([CH2:13][CH3:14])[C@:10]([CH:17]3[CH2:19][CH2:18]3)([C:15]#[N:16])[C:9]2=[O:20])[CH:5]=[CH:4][N:3]=1.ClC1N=C(N2CC(CC)C(C3CC3)(C#N)C2=O)C=CN=1.